Task: Predict which catalyst facilitates the given reaction.. Dataset: Catalyst prediction with 721,799 reactions and 888 catalyst types from USPTO (1) Reactant: [CH:1](N1C2C=CC=CC=2N=N1)=[O:2].[F:12][C:13]1[CH:14]=[C:15]([N:23]2[CH2:27][C@H:26]([CH2:28][NH:29][C:30](=[O:32])[CH3:31])[O:25][C:24]2=[O:33])[CH:16]=[CH:17][C:18]=1[CH:19]1[CH2:22][NH:21][CH2:20]1. Product: [F:12][C:13]1[CH:14]=[C:15]([N:23]2[CH2:27][C@H:26]([CH2:28][NH:29][C:30](=[O:32])[CH3:31])[O:25][C:24]2=[O:33])[CH:16]=[CH:17][C:18]=1[CH:19]1[CH2:22][N:21]([CH:1]=[O:2])[CH2:20]1. The catalyst class is: 1. (2) The catalyst class is: 1. Product: [CH3:9][N:5]1[CH:6]=[C:7]([CH3:8])[C:3]([CH2:2][NH:12][CH2:10][CH3:11])=[N:4]1. Reactant: Cl[CH2:2][C:3]1[C:7]([CH3:8])=[CH:6][N:5]([CH3:9])[N:4]=1.[CH2:10]([NH2:12])[CH3:11].